From a dataset of Full USPTO retrosynthesis dataset with 1.9M reactions from patents (1976-2016). Predict the reactants needed to synthesize the given product. (1) Given the product [CH3:17][NH:1][C:2]1[CH:7]=[CH:6][C:5]([S:8]([F:11])([F:12])([F:13])([F:10])[F:9])=[CH:4][C:3]=1[N+:14]([O-:16])=[O:15], predict the reactants needed to synthesize it. The reactants are: [NH2:1][C:2]1[CH:7]=[CH:6][C:5]([S:8]([F:13])([F:12])([F:11])([F:10])[F:9])=[CH:4][C:3]=1[N+:14]([O-:16])=[O:15].[CH3:17]N(C=O)C.IC. (2) Given the product [C:13]([C@@:10]1([CH2:15][CH3:16])[CH2:11][CH2:12][N:8]([C:6]2[CH:5]=[CH:4][N:3]=[C:2]([NH:18][C:19]3[CH:20]=[CH:21][C:22]([C:23]([NH:25][CH3:26])=[O:24])=[CH:27][CH:28]=3)[N:7]=2)[C:9]1=[O:17])#[N:14], predict the reactants needed to synthesize it. The reactants are: Cl[C:2]1[N:7]=[C:6]([N:8]2[CH2:12][CH2:11][C@:10]([CH2:15][CH3:16])([C:13]#[N:14])[C:9]2=[O:17])[CH:5]=[CH:4][N:3]=1.[NH2:18][C:19]1[CH:28]=[CH:27][C:22]([C:23]([NH:25][CH3:26])=[O:24])=[CH:21][CH:20]=1.C(O)(=O)C.